This data is from Reaction yield outcomes from USPTO patents with 853,638 reactions. The task is: Predict the reaction yield, written as a fraction of the theoretical maximum amount of product (1.0 means a 100% yield; for example, 0.34 means a 34% yield). (1) The reactants are Br[C:2]1[CH:7]=[C:6]([C:8]2[N:13]=[CH:12][CH:11]=[CH:10][N:9]=2)[C:5]([NH2:14])=[C:4]([N+:15]([O-:17])=[O:16])[CH:3]=1.[B:18]1([B:18]2[O:22][C:21]([CH3:24])([CH3:23])[C:20]([CH3:26])([CH3:25])[O:19]2)[O:22][C:21]([CH3:24])([CH3:23])[C:20]([CH3:26])([CH3:25])[O:19]1.CC([O-])=O.[K+]. The catalyst is O1CCOCC1. The product is [N+:15]([C:4]1[CH:3]=[C:2]([B:18]2[O:22][C:21]([CH3:24])([CH3:23])[C:20]([CH3:26])([CH3:25])[O:19]2)[CH:7]=[C:6]([C:8]2[N:13]=[CH:12][CH:11]=[CH:10][N:9]=2)[C:5]=1[NH2:14])([O-:17])=[O:16]. The yield is 0.980. (2) The reactants are [O:1]=[C:2]1[O:8][C@H:7]([C@H:9]([CH2:11][OH:12])[OH:10])[C:5]([OH:6])=[C:3]1[OH:4].[OH-].[Na+].[C:15](Cl)(=[O:27])[CH2:16][CH2:17][CH2:18][CH2:19][CH2:20][CH2:21][CH2:22][CH2:23][CH2:24][CH2:25][CH3:26].Cl. The catalyst is CN(C)C1C=CN=CC=1.O. The product is [CH3:26][CH2:25][CH2:24][CH2:23][CH2:22][CH2:21][CH2:20][CH2:19][CH2:18][CH2:17][CH2:16][C:15]([O:12][CH2:11][C@H:9]([OH:10])[C@H:7]1[O:8][C:2](=[O:1])[C:3]([OH:4])=[C:5]1[OH:6])=[O:27]. The yield is 0.870. (3) The reactants are [CH3:1][C:2]1([CH3:16])[CH2:8][CH2:7][CH2:6][NH:5][C:4]2[CH:9]=[C:10]([N+:13]([O-:15])=[O:14])[CH:11]=[CH:12][C:3]1=2.N1C=CC=CC=1.Cl[C:24]([O:26][C:27]1[CH:32]=[CH:31][C:30]([N+:33]([O-:35])=[O:34])=[CH:29][CH:28]=1)=[O:25]. The catalyst is CN(C)C1C=CN=CC=1.ClCCCl. The product is [N+:33]([C:30]1[CH:29]=[CH:28][C:27]([O:26][C:24]([N:5]2[CH2:6][CH2:7][CH2:8][C:2]([CH3:16])([CH3:1])[C:3]3[CH:12]=[CH:11][C:10]([N+:13]([O-:15])=[O:14])=[CH:9][C:4]2=3)=[O:25])=[CH:32][CH:31]=1)([O-:35])=[O:34]. The yield is 0.460. (4) The reactants are [Cl:1][C:2]1[CH:3]=[C:4]2[C:8](=[CH:9][CH:10]=1)[NH:7][CH:6]=[C:5]2[CH2:11][CH2:12][NH:13][C:14](=[O:22])[C:15]1[CH:20]=[CH:19][CH:18]=[C:17](I)[CH:16]=1.[C:23]([C:25]1[CH:26]=[C:27](B(O)O)[CH:28]=[CH:29][CH:30]=1)#[N:24].C(=O)([O-])[O-].[Na+].[Na+]. The catalyst is C(COC)OC.O.C1C=CC([P]([Pd]([P](C2C=CC=CC=2)(C2C=CC=CC=2)C2C=CC=CC=2)([P](C2C=CC=CC=2)(C2C=CC=CC=2)C2C=CC=CC=2)[P](C2C=CC=CC=2)(C2C=CC=CC=2)C2C=CC=CC=2)(C2C=CC=CC=2)C2C=CC=CC=2)=CC=1. The product is [Cl:1][C:2]1[CH:3]=[C:4]2[C:8](=[CH:9][CH:10]=1)[NH:7][CH:6]=[C:5]2[CH2:11][CH2:12][NH:13][C:14]([C:15]1[CH:16]=[C:17]([C:29]2[CH:28]=[CH:27][CH:26]=[C:25]([C:23]#[N:24])[CH:30]=2)[CH:18]=[CH:19][CH:20]=1)=[O:22]. The yield is 0.490. (5) The reactants are [NH2:1][C:2]1[CH:7]=[C:6]([O:8][C:9]2[CH:14]=[CH:13][C:12]([F:15])=[CH:11][CH:10]=2)[CH:5]=[CH:4][C:3]=1[NH:16][C:17](=O)[C@@H:18]([NH:28]C(=O)OC(C)(C)C)[CH2:19][O:20][CH2:21][C:22]1[CH:27]=[CH:26][CH:25]=[CH:24][CH:23]=1. The catalyst is C(O)(=O)C. The product is [CH2:21]([O:20][CH2:19][C@@H:18]([C:17]1[NH:16][C:3]2[CH:4]=[CH:5][C:6]([O:8][C:9]3[CH:14]=[CH:13][C:12]([F:15])=[CH:11][CH:10]=3)=[CH:7][C:2]=2[N:1]=1)[NH2:28])[C:22]1[CH:27]=[CH:26][CH:25]=[CH:24][CH:23]=1. The yield is 0.540. (6) The reactants are [CH3:1][N:2]([CH3:17])[CH2:3][CH2:4][CH2:5][NH:6][C:7]1[CH:12]=[CH:11][CH:10]=[C:9]([NH2:13])[C:8]=1[N+:14]([O-])=O. The catalyst is [Pd].C(O)C. The product is [CH3:17][N:2]([CH3:1])[CH2:3][CH2:4][CH2:5][NH:6][C:7]1[CH:12]=[CH:11][CH:10]=[C:9]([NH2:13])[C:8]=1[NH2:14]. The yield is 0.920. (7) The reactants are [Br:1][C:2]1[CH:7]=[CH:6][C:5]([O:8][CH2:9][CH:10](OCC)OCC)=[CH:4][C:3]=1[F:17]. The catalyst is C1(C)C=CC=CC=1. The product is [Br:1][C:2]1[CH:7]=[CH:6][C:5]2[O:8][CH:9]=[CH:10][C:4]=2[C:3]=1[F:17]. The yield is 0.603.